This data is from Full USPTO retrosynthesis dataset with 1.9M reactions from patents (1976-2016). The task is: Predict the reactants needed to synthesize the given product. (1) Given the product [CH3:60][N:61]([CH3:87])[C:62]([N:64]1[CH2:65][CH:66]=[C:67]([C:70]2[NH:86][C:73]3[N:74]=[CH:75][N:76]=[C:77]([C:78]4[CH:83]=[CH:82][C:81]([F:84])=[C:80]([NH:85][C:111](=[O:112])[C:110]5[CH:114]=[CH:115][C:107]([C:104]([CH3:105])([CH3:106])[CH2:103][OH:102])=[CH:108][CH:109]=5)[CH:79]=4)[C:72]=3[CH:71]=2)[CH2:68][CH2:69]1)=[O:63], predict the reactants needed to synthesize it. The reactants are: CN(C)C(N1CC=C(C2NC3N=CN=C(C4C=CC=C(NC(=O)C5C=CC(C(O)(C)C)=CC=5F)C=4C(C4C=CC=CC=4)(C4C=CC=CC=4)O[SiH2]C(C)(C)C)C=3C=2)CC1)=O.[CH3:60][N:61]([CH3:87])[C:62]([N:64]1[CH2:69][CH:68]=[C:67]([C:70]2[NH:86][C:73]3[N:74]=[CH:75][N:76]=[C:77]([C:78]4[CH:83]=[CH:82][C:81]([F:84])=[C:80]([NH2:85])[CH:79]=4)[C:72]=3[CH:71]=2)[CH2:66][CH2:65]1)=[O:63].FC1C=C(C(O)(C)C)C=CC=1C(O)=O.[OH:102][CH2:103][C:104]([C:107]1[CH:115]=[CH:114][C:110]([C:111](O)=[O:112])=[CH:109][CH:108]=1)([CH3:106])[CH3:105]. (2) Given the product [CH2:19]([NH:18][C:16](=[O:17])[NH:15][C:13]1[S:14][C:10]2[C:9](/[CH:22]=[N:23]/[O:24][CH3:25])=[CH:8][C:7]([C:36]3[CH:41]=[N:40][C:39]([N:42]4[CH2:47][CH2:46][C:45]([CH3:51])([C:48]([OH:50])=[O:49])[CH2:44][CH2:43]4)=[N:38][CH:37]=3)=[CH:21][C:11]=2[N:12]=1)[CH3:20], predict the reactants needed to synthesize it. The reactants are: FC(F)(F)S(O[C:7]1[CH:8]=[C:9](/[CH:22]=[N:23]/[O:24][CH3:25])[C:10]2[S:14][C:13]([NH:15][C:16]([NH:18][CH2:19][CH3:20])=[O:17])=[N:12][C:11]=2[CH:21]=1)(=O)=O.C([O-])(=O)C.[K+].N#N.Br[C:36]1[CH:37]=[N:38][C:39]([N:42]2[CH2:47][CH2:46][C:45]([CH3:51])([C:48]([OH:50])=[O:49])[CH2:44][CH2:43]2)=[N:40][CH:41]=1.C(=O)([O-])[O-].[Cs+].[Cs+]. (3) Given the product [Br:1][C:2]1[CH:3]=[CH:4][C:5]([N:15]2[CH:16]=[C:12]([CH3:11])[N:13]=[CH:14]2)=[C:6]([CH:9]=1)[C:7]#[N:8], predict the reactants needed to synthesize it. The reactants are: [Br:1][C:2]1[CH:3]=[CH:4][C:5](F)=[C:6]([CH:9]=1)[C:7]#[N:8].[CH3:11][C:12]1[N:13]=[CH:14][NH:15][CH:16]=1.C(=O)([O-])[O-].[K+].[K+].O. (4) Given the product [NH2:7][CH:8]1[CH2:12][CH2:11][N:10]([C:13]2[CH:22]=[C:21]3[C:16]([C:17](=[O:35])[N:18]([OH:27])[C:19](=[O:26])[N:20]3[CH:23]3[CH2:24][CH2:25]3)=[CH:15][C:14]=2[F:36])[CH2:9]1, predict the reactants needed to synthesize it. The reactants are: C(OC(=O)[NH:7][CH:8]1[CH2:12][CH2:11][N:10]([C:13]2[CH:22]=[C:21]3[C:16]([C:17](=[O:35])[N:18]([O:27]CC4C=CC=CC=4)[C:19](=[O:26])[N:20]3[CH:23]3[CH2:25][CH2:24]3)=[CH:15][C:14]=2[F:36])[CH2:9]1)(C)(C)C.FC(F)(F)C([O-])=O.FC(F)(F)C([O-])=O.FC(F)(F)C([O-])=O.[B+3]. (5) Given the product [C:1]([C:5]1[O:9][N:8]=[C:7]([NH:10][C:11]([NH:13][C:14]2[CH:19]=[CH:18][CH:17]=[C:16]([S:20][C:22]3[C:31]4[C:26](=[CH:27][C:28]([O:36][CH3:37])=[C:29]([O:32][CH2:33][CH2:34][Cl:35])[CH:30]=4)[N:25]=[CH:24][N:23]=3)[CH:15]=2)=[O:12])[CH:6]=1)([CH3:4])([CH3:2])[CH3:3], predict the reactants needed to synthesize it. The reactants are: [C:1]([C:5]1[O:9][N:8]=[C:7]([NH:10][C:11]([NH:13][C:14]2[CH:19]=[CH:18][CH:17]=[C:16]([SH:20])[CH:15]=2)=[O:12])[CH:6]=1)([CH3:4])([CH3:3])[CH3:2].Cl[C:22]1[C:31]2[C:26](=[CH:27][C:28]([O:36][CH3:37])=[C:29]([O:32][CH2:33][CH2:34][Cl:35])[CH:30]=2)[N:25]=[CH:24][N:23]=1. (6) Given the product [Si:1]([O:8][CH2:9][CH2:10][CH2:11][NH:12][C:13]1[C:22]2[C:17](=[CH:18][CH:19]=[CH:20][CH:21]=2)[N:16]=[CH:15][C:14]=1[NH2:23])([C:4]([CH3:6])([CH3:7])[CH3:5])([CH3:3])[CH3:2], predict the reactants needed to synthesize it. The reactants are: [Si:1]([O:8][CH2:9][CH2:10][CH2:11][NH:12][C:13]1[C:22]2[C:17](=[CH:18][CH:19]=[CH:20][CH:21]=2)[N:16]=[CH:15][C:14]=1[N+:23]([O-])=O)([C:4]([CH3:7])([CH3:6])[CH3:5])([CH3:3])[CH3:2]. (7) Given the product [Br:1][C:2]1[CH:3]=[CH:4][C:5]([CH2:6][C@@:7]23[CH2:24][C:23](=[O:25])[CH2:22][N:8]2[C:9](=[O:21])[N:10]([C:13]2[CH:14]=[C:15]([Cl:20])[CH:16]=[C:17]([Cl:19])[CH:18]=2)[C:11]3=[O:12])=[CH:26][CH:27]=1, predict the reactants needed to synthesize it. The reactants are: [Br:1][C:2]1[CH:27]=[CH:26][C:5]([CH2:6][C@@:7]23[CH2:24][C@@H:23]([OH:25])[CH2:22][N:8]2[C:9](=[O:21])[N:10]([C:13]2[CH:18]=[C:17]([Cl:19])[CH:16]=[C:15]([Cl:20])[CH:14]=2)[C:11]3=[O:12])=[CH:4][CH:3]=1.CC(OI1(OC(C)=O)(OC(C)=O)OC(=O)C2C1=CC=CC=2)=O. (8) Given the product [NH2:36][C:33]1[N:34]=[CH:35][C:30]([C:2]2[N:9]3[C:5]([S:6][C:7]([C:10]4[CH:11]=[C:12]([CH:19]=[CH:20][CH:21]=4)[CH2:13][NH:14][S:15]([CH3:18])(=[O:17])=[O:16])=[N:8]3)=[N:4][CH:3]=2)=[CH:31][C:32]=1[C:37]([F:40])([F:38])[F:39], predict the reactants needed to synthesize it. The reactants are: I[C:2]1[N:9]2[C:5]([S:6][C:7]([C:10]3[CH:11]=[C:12]([CH:19]=[CH:20][CH:21]=3)[CH2:13][NH:14][S:15]([CH3:18])(=[O:17])=[O:16])=[N:8]2)=[N:4][CH:3]=1.CC1(C)C(C)(C)OB([C:30]2[CH:31]=[C:32]([C:37]([F:40])([F:39])[F:38])[C:33]([NH2:36])=[N:34][CH:35]=2)O1.C([O-])([O-])=O.[K+].[K+]. (9) Given the product [C:1]([NH:8][CH2:9][C:10]1[CH:11]=[CH:12][C:13]([C:16]2[O:17][CH:18]=[C:19]([C:21]([OH:23])=[O:22])[N:20]=2)=[CH:14][CH:15]=1)([O:3][C:4]([CH3:5])([CH3:7])[CH3:6])=[O:2], predict the reactants needed to synthesize it. The reactants are: [C:1]([NH:8][CH2:9][C:10]1[CH:15]=[CH:14][C:13]([C:16]2[O:17][CH:18]=[C:19]([C:21]([O:23]C)=[O:22])[N:20]=2)=[CH:12][CH:11]=1)([O:3][C:4]([CH3:7])([CH3:6])[CH3:5])=[O:2].CO.[Li+].[OH-].Cl. (10) The reactants are: [CH2:1]([O:4][C:5]1([CH3:39])[CH2:10][CH2:9][N:8]([C:11]2[N:16]3[CH:17]=[C:18]([C:20]4[CH:25]=[CH:24][CH:23]=[C:22](Br)[CH:21]=4)[N:19]=[C:15]3[C:14](C)=[C:13]([CH3:28])[C:12]=2[C@H:29]([O:34][C:35]([CH3:38])([CH3:37])[CH3:36])[C:30]([O:32][CH3:33])=[O:31])[CH2:7][CH2:6]1)[CH:2]=[CH2:3].[F:40][C:41]1[C:42]([OH:50])=[C:43](B(O)O)[CH:44]=[CH:45][CH:46]=1.C(OC1(C)CCN(C2N3C=C(C4C=C(C5C=C(C)C=CC=5O)C=CC=4)N=C3C=C(C)C=2[C@H](OC(C)(C)C)C(OC)=O)CC1)C=C. Given the product [CH2:1]([O:4][C:5]1([CH3:39])[CH2:10][CH2:9][N:8]([C:11]2[N:16]3[CH:17]=[C:18]([C:20]4[CH:21]=[C:22]([C:43]5[CH:44]=[CH:45][CH:46]=[C:41]([F:40])[C:42]=5[OH:50])[CH:23]=[CH:24][CH:25]=4)[N:19]=[C:15]3[CH:14]=[C:13]([CH3:28])[C:12]=2[C@H:29]([O:34][C:35]([CH3:36])([CH3:38])[CH3:37])[C:30]([O:32][CH3:33])=[O:31])[CH2:7][CH2:6]1)[CH:2]=[CH2:3], predict the reactants needed to synthesize it.